This data is from Full USPTO retrosynthesis dataset with 1.9M reactions from patents (1976-2016). The task is: Predict the reactants needed to synthesize the given product. (1) Given the product [CH2:34]([O:33][C:31](=[O:32])[NH:20][CH2:19][CH:16]1[CH2:15][C:14]2[CH:13]=[CH:12][CH:11]=[C:10]([C:5]3[CH:6]=[CH:7][CH:8]=[CH:9][C:4]=3[CH:1]([CH3:3])[CH3:2])[C:18]=2[O:17]1)[C:35]1[CH:40]=[CH:39][CH:38]=[CH:37][CH:36]=1, predict the reactants needed to synthesize it. The reactants are: [CH:1]([C:4]1[CH:9]=[CH:8][CH:7]=[CH:6][C:5]=1[C:10]1[C:18]2[O:17][CH:16]([CH2:19][NH2:20])[CH2:15][C:14]=2[CH:13]=[CH:12][CH:11]=1)([CH3:3])[CH3:2].C(N(C(C)C)CC)(C)C.Cl[C:31]([O:33][CH2:34][C:35]1[CH:40]=[CH:39][CH:38]=[CH:37][CH:36]=1)=[O:32]. (2) Given the product [F:1][C:2]([F:35])([F:34])[C:3]1[CH:4]=[C:5]([CH:27]=[C:28]([C:30]([F:33])([F:32])[F:31])[CH:29]=1)[CH2:6][N:7]1[C:13](=[O:14])[C:12]2[C:15]([C:20]3[CH:25]=[CH:24][CH:23]=[CH:22][C:21]=3[CH3:26])=[CH:16][C:17]([N:44]3[CH2:45][CH2:46][CH:41]([N:36]4[CH2:40][CH2:39][CH2:38][CH2:37]4)[CH2:42][CH2:43]3)=[N:18][C:11]=2[O:10][CH2:9][CH2:8]1, predict the reactants needed to synthesize it. The reactants are: [F:1][C:2]([F:35])([F:34])[C:3]1[CH:4]=[C:5]([CH:27]=[C:28]([C:30]([F:33])([F:32])[F:31])[CH:29]=1)[CH2:6][N:7]1[C:13](=[O:14])[C:12]2[C:15]([C:20]3[CH:25]=[CH:24][CH:23]=[CH:22][C:21]=3[CH3:26])=[CH:16][C:17](Cl)=[N:18][C:11]=2[O:10][CH2:9][CH2:8]1.[N:36]1([CH:41]2[CH2:46][CH2:45][NH:44][CH2:43][CH2:42]2)[CH2:40][CH2:39][CH2:38][CH2:37]1. (3) Given the product [Br:1][C:2]1[CH:3]=[C:4]2[C:9](=[C:10]([CH2:12][NH:24][CH:21]3[CH2:23][CH2:22]3)[CH:11]=1)[O:8][C:7]([CH3:15])([CH3:14])[CH2:6][C:5]2([CH3:17])[CH3:16], predict the reactants needed to synthesize it. The reactants are: [Br:1][C:2]1[CH:3]=[C:4]2[C:9](=[C:10]([CH:12]=O)[CH:11]=1)[O:8][C:7]([CH3:15])([CH3:14])[CH2:6][C:5]2([CH3:17])[CH3:16].C(#N)C.[CH:21]1([NH2:24])[CH2:23][CH2:22]1.C([BH3-])#N.[Na+]. (4) Given the product [NH2:1][C:2]1[C:10]2[C:5](=[CH:6][C:7]([C:27]3[CH:28]=[CH:29][C:30]([C:33]4[NH:37][C:36]([C@@H:38]5[CH2:42][CH2:41][CH2:40][N:39]5[C:43]([O:45][C:46]([CH3:49])([CH3:48])[CH3:47])=[O:44])=[N:35][CH:34]=4)=[CH:31][CH:32]=3)=[CH:8][CH:9]=2)[N:4]([C:12]([O:14][C:15]([CH3:18])([CH3:17])[CH3:16])=[O:13])[N:3]=1, predict the reactants needed to synthesize it. The reactants are: [NH2:1][C:2]1[C:10]2[C:5](=[CH:6][C:7](Br)=[CH:8][CH:9]=2)[N:4]([C:12]([O:14][C:15]([CH3:18])([CH3:17])[CH3:16])=[O:13])[N:3]=1.CC1(C)C(C)(C)OB([C:27]2[CH:32]=[CH:31][C:30]([C:33]3[NH:37][C:36]([C@@H:38]4[CH2:42][CH2:41][CH2:40][N:39]4[C:43]([O:45][C:46]([CH3:49])([CH3:48])[CH3:47])=[O:44])=[N:35][CH:34]=3)=[CH:29][CH:28]=2)O1.C([O-])(O)=O.[Na+]. (5) Given the product [C:16]([C:13]([C:10]1[CH:11]=[CH:12][C:7]([N:6]2[CH2:18][CH2:19][C:20]([OH:22])=[C:3]([C:1]#[N:2])[C:4]2=[O:5])=[CH:8][CH:9]=1)([CH3:15])[CH3:14])#[N:17], predict the reactants needed to synthesize it. The reactants are: [C:1]([CH2:3][C:4]([N:6]([CH2:18][CH2:19][C:20]([O:22]CC)=O)[C:7]1[CH:12]=[CH:11][C:10]([C:13]([C:16]#[N:17])([CH3:15])[CH3:14])=[CH:9][CH:8]=1)=[O:5])#[N:2].N1(C2CCCCCCCCCC2)CCCN=CCCCCC1.